From a dataset of Full USPTO retrosynthesis dataset with 1.9M reactions from patents (1976-2016). Predict the reactants needed to synthesize the given product. Given the product [NH2:1][C:2]1[C:3]([O:18][CH2:19][C:20]([F:21])([F:22])[F:23])=[CH:4][C:5]([CH:8]([CH2:14][CH:15]([CH3:16])[CH3:17])[C:9]([O:11][CH2:12][CH3:13])=[O:10])=[CH:6][C:7]=1[Br:31], predict the reactants needed to synthesize it. The reactants are: [NH2:1][C:2]1[CH:7]=[CH:6][C:5]([CH:8]([CH2:14][CH:15]([CH3:17])[CH3:16])[C:9]([O:11][CH2:12][CH3:13])=[O:10])=[CH:4][C:3]=1[O:18][CH2:19][C:20]([F:23])([F:22])[F:21].C1C(=O)N([Br:31])C(=O)C1.